From a dataset of Catalyst prediction with 721,799 reactions and 888 catalyst types from USPTO. Predict which catalyst facilitates the given reaction. (1) Reactant: [F:1][C:2]1[C:16]([N:17]([CH3:37])[C:18]([C:20]2[N:24]([CH3:25])[N:23]=[C:22]([C:26]([F:32])([F:31])[C:27]([F:30])([F:29])[F:28])[C:21]=2[C:33]([F:36])([F:35])[F:34])=[O:19])=[CH:15][CH:14]=[C:13]([F:38])[C:3]=1[CH2:4][NH:5]C(=O)OC(C)(C)C.[ClH:39]. Product: [Cl-:39].[F:1][C:2]1[C:16]([N:17]([CH3:37])[C:18]([C:20]2[N:24]([CH3:25])[N:23]=[C:22]([C:26]([F:32])([F:31])[C:27]([F:30])([F:28])[F:29])[C:21]=2[C:33]([F:34])([F:35])[F:36])=[O:19])=[CH:15][CH:14]=[C:13]([F:38])[C:3]=1[CH2:4][NH3+:5]. The catalyst class is: 12. (2) Reactant: [C:1]([N:4]1[CH2:9][CH2:8][CH:7]([N:10](C(OC(C)(C)C)=O)[NH:11]C(OC(C)(C)C)=O)[CH2:6][CH2:5]1)(=[O:3])[CH3:2].[ClH:26]. Product: [ClH:26].[C:1]([N:4]1[CH2:5][CH2:6][CH:7]([NH:10][NH2:11])[CH2:8][CH2:9]1)(=[O:3])[CH3:2]. The catalyst class is: 71. (3) Reactant: [NH:1]1[C:9]2[C:4](=[CH:5][CH:6]=[CH:7][CH:8]=2)[CH:3]=[CH:2]1.[CH2:10]([O:12][C:13](=[O:21])[C:14]1[CH:19]=[CH:18][C:17](I)=[CH:16][CH:15]=1)[CH3:11].[O-]P([O-])([O-])=O.[K+].[K+].[K+].CN[C@@H]1CCCC[C@H]1NC. Product: [CH2:10]([O:12][C:13]([C:14]1[CH:19]=[CH:18][C:17]([N:1]2[C:9]3[C:4](=[CH:5][CH:6]=[CH:7][CH:8]=3)[CH:3]=[CH:2]2)=[CH:16][CH:15]=1)=[O:21])[CH3:11]. The catalyst class is: 509. (4) Reactant: [C:1]([O:5][C:6]([N:8]1[CH2:12][C@@H:11]([CH2:13][N:14]([CH:24]([CH3:26])[CH3:25])[C:15]([O:17][CH2:18][CH2:19][Si:20]([CH3:23])([CH3:22])[CH3:21])=[O:16])[C@H:10]([CH:27]=O)[CH2:9]1)=[O:7])([CH3:4])([CH3:3])[CH3:2].[CH:29]1([NH2:32])[CH2:31][CH2:30]1.[BH-](OC(C)=O)(OC(C)=O)OC(C)=O.[Na+]. Product: [C:1]([O:5][C:6]([N:8]1[CH2:12][C@@H:11]([CH2:13][N:14]([CH:24]([CH3:25])[CH3:26])[C:15]([O:17][CH2:18][CH2:19][Si:20]([CH3:23])([CH3:22])[CH3:21])=[O:16])[C@H:10]([CH2:27][NH:32][CH:29]2[CH2:31][CH2:30]2)[CH2:9]1)=[O:7])([CH3:4])([CH3:3])[CH3:2]. The catalyst class is: 279.